Dataset: Catalyst prediction with 721,799 reactions and 888 catalyst types from USPTO. Task: Predict which catalyst facilitates the given reaction. (1) Reactant: [H-].[Na+].[C:3]([O:11][C:12]([CH3:15])([CH3:14])[CH3:13])(=[O:10])[CH2:4][C:5]([O:7][CH2:8][CH3:9])=[O:6].Cl[C:17]1[CH:18]=[CH:19][C:20]([N+:23]([O-:25])=[O:24])=[N:21][CH:22]=1. Product: [N+:23]([C:20]1[N:21]=[CH:22][C:17]([CH:4]([C:5]([O:7][CH2:8][CH3:9])=[O:6])[C:3]([O:11][C:12]([CH3:14])([CH3:13])[CH3:15])=[O:10])=[CH:18][CH:19]=1)([O-:25])=[O:24]. The catalyst class is: 3. (2) Reactant: [ClH:1].FC(F)(F)C(O)=O.[OH:9][C:10]1([CH2:16][N:17]2[C:22](=[O:23])[C:21]3=[CH:24][CH:25]=[CH:26][N:20]3[N:19]=[CH:18]2)[CH2:15][CH2:14][NH:13][CH2:12][CH2:11]1. Product: [ClH:1].[OH:9][C:10]1([CH2:16][N:17]2[C:22](=[O:23])[C:21]3=[CH:24][CH:25]=[CH:26][N:20]3[N:19]=[CH:18]2)[CH2:11][CH2:12][NH:13][CH2:14][CH2:15]1. The catalyst class is: 4. (3) Reactant: [Cl:1][C:2]1[C:3]([C:8]([OH:10])=O)=[N:4][CH:5]=[CH:6][CH:7]=1.S(Cl)([Cl:13])=O. Product: [Cl:1][C:2]1[C:3]([C:8]([Cl:13])=[O:10])=[N:4][CH:5]=[CH:6][CH:7]=1. The catalyst class is: 588. (4) Reactant: [O:1]1[CH2:6][CH2:5][NH:4][C:3]2[N:7]=[C:8]([CH2:11][CH2:12][O:13][C:14]3[CH:19]=[CH:18][C:17]([CH:20]4[CH2:22][CH:21]4[CH2:23][C:24]([O:26]CC)=[O:25])=[CH:16][CH:15]=3)[CH:9]=[CH:10][C:2]1=2.FC(F)(F)C(O)=O. Product: [O:1]1[CH2:6][CH2:5][NH:4][C:3]2[N:7]=[C:8]([CH2:11][CH2:12][O:13][C:14]3[CH:19]=[CH:18][C:17]([CH:20]4[CH2:22][CH:21]4[CH2:23][C:24]([OH:26])=[O:25])=[CH:16][CH:15]=3)[CH:9]=[CH:10][C:2]1=2. The catalyst class is: 273. (5) Reactant: ClC1C=CC(NC(NC2C=CC=C(C3C=CC=C(N4CCCC4)N=3)C=2)=O)=C(C#CCCO)C=1.O.C1(C)C=CC(S(O)(=O)=O)=CC=1.[Cl:46][C:47]1[CH:52]=[CH:51][C:50]([NH:53][C:54]([NH:56][C:57]2[CH:62]=[CH:61][CH:60]=[C:59]([C:63]3[CH:68]=[CH:67][CH:66]=[C:65]([N:69]4[CH2:73][CH2:72][CH2:71][CH2:70]4)[N:64]=3)[CH:58]=2)=[O:55])=[CH:49][C:48]=1[C:74]#[C:75][CH2:76][CH2:77][O:78]C1CCCCO1. Product: [Cl:46][C:47]1[CH:52]=[CH:51][C:50]([NH:53][C:54]([NH:56][C:57]2[CH:62]=[CH:61][CH:60]=[C:59]([C:63]3[CH:68]=[CH:67][CH:66]=[C:65]([N:69]4[CH2:70][CH2:71][CH2:72][CH2:73]4)[N:64]=3)[CH:58]=2)=[O:55])=[CH:49][C:48]=1[C:74]#[C:75][CH2:76][CH2:77][OH:78]. The catalyst class is: 5. (6) Reactant: [Br:1][C:2]1[CH:15]=[C:14]2[C:5]([O:6][C:7]3[C:8]([F:35])=[CH:9][C:10]([O:33][CH3:34])=[CH:11][C:12]=3[C:13]32[CH2:20][CH2:19][O:18][C:17]([NH:21]C(=O)C2C=CC([N+]([O-])=O)=CC=2)=[N:16]3)=[CH:4][CH:3]=1.[OH-].[Na+]. Product: [Br:1][C:2]1[CH:15]=[C:14]2[C:5]([O:6][C:7]3[C:8]([F:35])=[CH:9][C:10]([O:33][CH3:34])=[CH:11][C:12]=3[C:13]32[CH2:20][CH2:19][O:18][C:17]([NH2:21])=[N:16]3)=[CH:4][CH:3]=1. The catalyst class is: 5. (7) Reactant: [CH3:1][O:2][C:3]1[CH:4]=[C:5]2[C:10](=[CH:11][C:12]=1[O:13][CH3:14])[N:9]=[CH:8][CH:7]=[C:6]2[O:15][C:16]1[CH:25]=[C:24]2[C:19]([CH:20]=[CH:21][C:22]([NH2:26])=[CH:23]2)=[CH:18][CH:17]=1.[F:27][C:28]1[CH:29]=[C:30]([N:34]=[C:35]=[O:36])[CH:31]=[CH:32][CH:33]=1. Product: [CH3:1][O:2][C:3]1[CH:4]=[C:5]2[C:10](=[CH:11][C:12]=1[O:13][CH3:14])[N:9]=[CH:8][CH:7]=[C:6]2[O:15][C:16]1[CH:25]=[C:24]2[C:19]([CH:20]=[CH:21][C:22]([NH:26][C:35]([NH:34][C:30]3[CH:31]=[CH:32][CH:33]=[C:28]([F:27])[CH:29]=3)=[O:36])=[CH:23]2)=[CH:18][CH:17]=1. The catalyst class is: 1. (8) Reactant: [CH2:1]([N:3]1[C:8](=[O:9])[CH:7]=[CH:6][C:5]([C:10]2[S:14][C:13]([C:15](OCC)=[O:16])=[N:12][C:11]=2[C:20]2[CH:25]=[CH:24][CH:23]=[CH:22][CH:21]=2)=[N:4]1)[CH3:2].[CH:26]1([NH2:29])[CH2:28][CH2:27]1. Product: [CH:26]1([NH:29][C:15]([C:13]2[S:14][C:10]([C:5]3[CH:6]=[CH:7][C:8](=[O:9])[N:3]([CH2:1][CH3:2])[N:4]=3)=[C:11]([C:20]3[CH:25]=[CH:24][CH:23]=[CH:22][CH:21]=3)[N:12]=2)=[O:16])[CH2:28][CH2:27]1. The catalyst class is: 12. (9) Reactant: [F:1][C:2]1[CH:26]=[CH:25][CH:24]=[CH:23][C:3]=1[CH2:4][C:5]1[C:9]2=[N:10][CH:11]=[CH:12][CH:13]=[C:8]2[N:7]([C:14]2[N:19]=[C:18]([NH2:20])[C:17]([NH2:21])=[C:16]([NH2:22])[N:15]=2)[N:6]=1.I[CH2:28][CH3:29].[O:30]1CCC[CH2:31]1. Product: [NH2:20][C:18]1[N:19]=[C:14]([N:7]2[C:8]3[C:9](=[N:10][CH:11]=[CH:12][CH:13]=3)[C:5]([CH2:4][C:3]3[CH:23]=[CH:24][CH:25]=[CH:26][C:2]=3[F:1])=[N:6]2)[N:15]=[C:16]2[C:17]=1[N:21]([CH2:28][CH3:29])[C:31](=[O:30])[NH:22]2. The catalyst class is: 13.